Dataset: hERG potassium channel inhibition data for cardiac toxicity prediction from Karim et al.. Task: Regression/Classification. Given a drug SMILES string, predict its toxicity properties. Task type varies by dataset: regression for continuous values (e.g., LD50, hERG inhibition percentage) or binary classification for toxic/non-toxic outcomes (e.g., AMES mutagenicity, cardiotoxicity, hepatotoxicity). Dataset: herg_karim. (1) The compound is NC1Cn2c(nc3cc(C(F)(F)F)ccc32)CC1c1cc(F)c(F)cc1F. The result is 1 (blocker). (2) The compound is O=c1ccc2ncc(F)c3c2n1C[C@@]3(O)CC12CCC(NCc3cc(Cl)c4c(c3Cl)OCCO4)(CC1)CO2. The result is 0 (non-blocker). (3) The molecule is N=C(Nc1ccc2c(c1)CCCN2CCCNCCO)c1cccs1. The result is 0 (non-blocker).